Dataset: Cav3 T-type calcium channel HTS with 100,875 compounds. Task: Binary Classification. Given a drug SMILES string, predict its activity (active/inactive) in a high-throughput screening assay against a specified biological target. The drug is Fc1c(c2nn(nn2)CC(=O)NCCc2cc(OC)c(OC)cc2)cccc1. The result is 0 (inactive).